This data is from Catalyst prediction with 721,799 reactions and 888 catalyst types from USPTO. The task is: Predict which catalyst facilitates the given reaction. (1) Reactant: Cl.Cl.[CH2:3]([O:10][C:11]1[CH:20]=[C:19]2[C:14]([C:15]([NH:26][CH2:27][CH:28]3[CH2:33][CH2:32][O:31][CH2:30][CH2:29]3)=[C:16]([NH:21][C:22](=O)[CH2:23][CH3:24])[CH:17]=[N:18]2)=[CH:13][CH:12]=1)[C:4]1[CH:9]=[CH:8][CH:7]=[CH:6][CH:5]=1.C(=O)([O-])[O-].[K+].[K+]. Product: [CH2:3]([O:10][C:11]1[CH:12]=[CH:13][C:14]2[C:15]3[N:26]([CH2:27][CH:28]4[CH2:33][CH2:32][O:31][CH2:30][CH2:29]4)[C:22]([CH2:23][CH3:24])=[N:21][C:16]=3[CH:17]=[N:18][C:19]=2[CH:20]=1)[C:4]1[CH:5]=[CH:6][CH:7]=[CH:8][CH:9]=1. The catalyst class is: 40. (2) Reactant: [OH:1][C:2]1[CH:3]=[C:4]([S:9]([C:12]2[CH:17]=[CH:16][C:15]([CH2:18][CH2:19][NH:20][C:21](=[O:26])[C:22]([F:25])([F:24])[F:23])=[CH:14][CH:13]=2)(=[O:11])=[O:10])[CH:5]=[CH:6][C:7]=1[OH:8].C(=O)([O-])[O-].[K+].[K+].[CH2:33](Br)[C:34]1[CH:39]=[CH:38][CH:37]=[CH:36][CH:35]=1.Cl. Product: [CH2:33]([O:8][C:7]1[CH:6]=[CH:5][C:4]([S:9]([C:12]2[CH:13]=[CH:14][C:15]([CH2:18][CH2:19][NH:20][C:21](=[O:26])[C:22]([F:25])([F:23])[F:24])=[CH:16][CH:17]=2)(=[O:11])=[O:10])=[CH:3][C:2]=1[OH:1])[C:34]1[CH:39]=[CH:38][CH:37]=[CH:36][CH:35]=1. The catalyst class is: 9. (3) Reactant: [CH2:1]([O:5][C:6]1[C:15]2[C:10](=[CH:11][CH:12]=[C:13]([N:16]3[CH:20]=[N:19][N:18]=[N:17]3)[CH:14]=2)[C:9](=[O:21])[N:8]([CH2:22][CH:23]([CH3:25])[CH3:24])[C:7]=1[CH2:26][NH:27]C(=O)OC(C)(C)C)[CH2:2][CH2:3][CH3:4].[ClH:35]. Product: [ClH:35].[NH2:27][CH2:26][C:7]1[N:8]([CH2:22][CH:23]([CH3:24])[CH3:25])[C:9](=[O:21])[C:10]2[C:15]([C:6]=1[O:5][CH2:1][CH2:2][CH2:3][CH3:4])=[CH:14][C:13]([N:16]1[CH:20]=[N:19][N:18]=[N:17]1)=[CH:12][CH:11]=2. The catalyst class is: 13. (4) Reactant: [H-].[Al+3].[Li+].[H-].[H-].[H-].[Cl-].[Al+3].[Cl-].[Cl-].[CH2:11]([C:13]1[N:23]([CH2:24][C:25]2[CH:30]=[CH:29][C:28]([NH:31][CH2:32][CH:33]3[CH2:38][CH2:37][C:36](=[O:39])[CH2:35][CH2:34]3)=[CH:27][CH:26]=2)[C:16]2=[N:17][C:18]([CH3:22])=[CH:19][C:20]([CH3:21])=[C:15]2[N:14]=1)[CH3:12].[OH-].[Na+]. Product: [CH2:11]([C:13]1[N:23]([CH2:24][C:25]2[CH:26]=[CH:27][C:28]([NH:31][CH2:32][C@H:33]3[CH2:34][CH2:35][C@H:36]([OH:39])[CH2:37][CH2:38]3)=[CH:29][CH:30]=2)[C:16]2=[N:17][C:18]([CH3:22])=[CH:19][C:20]([CH3:21])=[C:15]2[N:14]=1)[CH3:12]. The catalyst class is: 1. (5) Reactant: [CH3:1][C:2]([O:5][C:6]([N:8]1[C@@H:12]2[CH2:13][C:14]([CH2:16][C@H:9]1[CH2:10][CH2:11]2)=[O:15])=[O:7])([CH3:4])[CH3:3].[Li+].[CH3:18]C([N-]C(C)C)C.C([C:27]([O-:29])=[O:28])#N. Product: [O:15]=[C:14]1[CH2:13][C@@H:12]2[N:8]([C:6]([O:5][C:2]([CH3:1])([CH3:3])[CH3:4])=[O:7])[C@@H:9]([CH2:10][CH2:11]2)[CH:16]1[C:27]([O:29][CH3:18])=[O:28]. The catalyst class is: 1.